From a dataset of Merck oncology drug combination screen with 23,052 pairs across 39 cell lines. Regression. Given two drug SMILES strings and cell line genomic features, predict the synergy score measuring deviation from expected non-interaction effect. (1) Drug 1: C#Cc1cccc(Nc2ncnc3cc(OCCOC)c(OCCOC)cc23)c1. Drug 2: CNC(=O)c1cc(Oc2ccc(NC(=O)Nc3ccc(Cl)c(C(F)(F)F)c3)cc2)ccn1. Cell line: SW620. Synergy scores: synergy=1.73. (2) Drug 1: CN(Cc1cnc2nc(N)nc(N)c2n1)c1ccc(C(=O)NC(CCC(=O)O)C(=O)O)cc1. Drug 2: NC1(c2ccc(-c3nc4ccn5c(=O)[nH]nc5c4cc3-c3ccccc3)cc2)CCC1. Cell line: LNCAP. Synergy scores: synergy=-8.95. (3) Drug 1: CN1C(=O)C=CC2(C)C3CCC4(C)C(NC(=O)OCC(F)(F)F)CCC4C3CCC12. Drug 2: N.N.O=C(O)C1(C(=O)O)CCC1.[Pt]. Cell line: OCUBM. Synergy scores: synergy=60.6. (4) Drug 1: CCC1(O)CC2CN(CCc3c([nH]c4ccccc34)C(C(=O)OC)(c3cc4c(cc3OC)N(C)C3C(O)(C(=O)OC)C(OC(C)=O)C5(CC)C=CCN6CCC43C65)C2)C1. Drug 2: COC1=C2CC(C)CC(OC)C(O)C(C)C=C(C)C(OC(N)=O)C(OC)C=CC=C(C)C(=O)NC(=CC1=O)C2=O. Cell line: A375. Synergy scores: synergy=14.6. (5) Synergy scores: synergy=-0.631. Drug 2: NC1(c2ccc(-c3nc4ccn5c(=O)[nH]nc5c4cc3-c3ccccc3)cc2)CCC1. Cell line: ES2. Drug 1: O=P1(N(CCCl)CCCl)NCCCO1. (6) Drug 1: NC(=O)c1cccc2cn(-c3ccc(C4CCCNC4)cc3)nc12. Drug 2: CC(C)CC(NC(=O)C(Cc1ccccc1)NC(=O)c1cnccn1)B(O)O. Cell line: UWB1289. Synergy scores: synergy=1.80.